From a dataset of Catalyst prediction with 721,799 reactions and 888 catalyst types from USPTO. Predict which catalyst facilitates the given reaction. (1) Reactant: [CH3:1][N:2]1[CH:6]=[C:5]([C:7]2[N:12]=[CH:11][C:10]([CH2:13][N:14]3[C:19]4[N:20]=[CH:21][CH:22]=[CH:23][C:18]=4[C:17]4=[N:24][NH:25][C:26](=[O:27])[C:16]4=[N:15]3)=[CH:9][CH:8]=2)[CH:4]=[N:3]1.P([O-])([O-])([O-])=O.[K+].[K+].[K+].CN[C@@H]1CCCC[C@H]1NC.I[C:47]1[CH:52]=[CH:51][CH:50]=[C:49]([CH3:53])[C:48]=1[CH3:54].C(=O)(O)[O-].[Na+]. Product: [CH3:54][C:48]1[C:49]([CH3:53])=[CH:50][CH:51]=[CH:52][C:47]=1[N:25]1[C:26](=[O:27])[C:16]2=[N:15][N:14]([CH2:13][C:10]3[CH:11]=[N:12][C:7]([C:5]4[CH:4]=[N:3][N:2]([CH3:1])[CH:6]=4)=[CH:8][CH:9]=3)[C:19]3[N:20]=[CH:21][CH:22]=[CH:23][C:18]=3[C:17]2=[N:24]1. The catalyst class is: 590. (2) Reactant: [CH:1](O)=O.[NH2:4][C:5]1[C:13]([NH2:14])=[CH:12][C:11]([C:15]([F:18])([F:17])[F:16])=[CH:10][C:6]=1[C:7]([OH:9])=[O:8]. Product: [F:18][C:15]([F:16])([F:17])[C:11]1[CH:10]=[C:6]([C:7]([OH:9])=[O:8])[C:5]2[NH:4][CH:1]=[N:14][C:13]=2[CH:12]=1. The catalyst class is: 33. (3) Reactant: Cl[CH2:2][C:3]1[CH:8]=[CH:7][C:6]([B:9]2[O:13][C:12]([CH3:15])([CH3:14])[C:11]([CH3:17])([CH3:16])[O:10]2)=[CH:5][CH:4]=1.C([O-])([O-])=O.[K+].[K+].[N:24]1[NH:25][N:26]=[CH:27][CH:28]=1. Product: [CH3:16][C:11]1([CH3:17])[C:12]([CH3:15])([CH3:14])[O:13][B:9]([C:6]2[CH:7]=[CH:8][C:3]([CH2:2][N:25]3[N:26]=[CH:27][CH:28]=[N:24]3)=[CH:4][CH:5]=2)[O:10]1. The catalyst class is: 16. (4) Reactant: [OH:1][C:2]1([C:16]2[S:17][C:18]([C:21]3[CH:26]=[C:25]([CH3:27])[CH:24]=[C:23]([NH:28][C:29]4[CH:34]=[C:33]([C:35]([F:38])([F:37])[F:36])[CH:32]=[CH:31][N:30]=4)[N:22]=3)=[CH:19][N:20]=2)[CH2:11][CH2:10][CH2:9][C:8]2[CH:7]=[C:6]([C:12]([O:14]C)=[O:13])[CH:5]=[CH:4][C:3]1=2.[OH-:39].[K+].C1C[O:44]CC1. Product: [F:36][C:35]([F:38])([F:37])[C:33]([OH:44])=[O:39].[OH:1][C:2]1([C:16]2[S:17][C:18]([C:21]3[CH:26]=[C:25]([CH3:27])[CH:24]=[C:23]([NH:28][C:29]4[CH:34]=[C:33]([C:35]([F:36])([F:38])[F:37])[CH:32]=[CH:31][N:30]=4)[N:22]=3)=[CH:19][N:20]=2)[CH2:11][CH2:10][CH2:9][C:8]2[CH:7]=[C:6]([C:12]([OH:14])=[O:13])[CH:5]=[CH:4][C:3]1=2. The catalyst class is: 816.